The task is: Predict the reactants needed to synthesize the given product.. This data is from Full USPTO retrosynthesis dataset with 1.9M reactions from patents (1976-2016). (1) Given the product [CH3:9][O:10][C:11]([C:13]1[C:21]2[S:20][CH:19]=[N:18][C:17]=2[CH:16]=[CH:15][CH:14]=1)=[O:12], predict the reactants needed to synthesize it. The reactants are: N(OCCC(C)C)=O.[CH3:9][O:10][C:11]([C:13]1[C:21]2[S:20][C:19](N)=[N:18][C:17]=2[CH:16]=[CH:15][CH:14]=1)=[O:12]. (2) Given the product [CH2:8]([O:15][C:16]1[CH:21]=[CH:20][CH:19]=[CH:18][C:17]=1[CH2:22][C:24]1[CH:29]=[CH:28][C:27]([Cl:30])=[CH:26][CH:25]=1)[C:9]1[CH:10]=[CH:11][CH:12]=[CH:13][CH:14]=1, predict the reactants needed to synthesize it. The reactants are: C([SiH](CC)CC)C.[CH2:8]([O:15][C:16]1[CH:21]=[CH:20][CH:19]=[CH:18][C:17]=1[CH:22]([C:24]1[CH:29]=[CH:28][C:27]([Cl:30])=[CH:26][CH:25]=1)O)[C:9]1[CH:14]=[CH:13][CH:12]=[CH:11][CH:10]=1.O. (3) Given the product [Br:8][C:5]1[CH:6]=[CH:7][C:2]([C:16]2[CH:15]=[CH:14][CH:13]=[C:12]([O:11][CH2:9][CH3:10])[CH:17]=2)=[N:3][CH:4]=1, predict the reactants needed to synthesize it. The reactants are: Br[C:2]1[CH:7]=[CH:6][C:5]([Br:8])=[CH:4][N:3]=1.[CH2:9]([O:11][C:12]1[CH:13]=[C:14](B(O)O)[CH:15]=[CH:16][CH:17]=1)[CH3:10]. (4) Given the product [CH2:1]([O:8][CH2:9][C@H:10]([NH:11][C:12]([C:25]1[CH:30]=[CH:29][CH:28]=[CH:27][CH:26]=1)([C:19]1[CH:20]=[CH:21][CH:22]=[CH:23][CH:24]=1)[C:13]1[CH:14]=[CH:15][CH:16]=[CH:17][CH:18]=1)[CH2:31][OH:32])[C:2]1[CH:3]=[CH:4][CH:5]=[CH:6][CH:7]=1, predict the reactants needed to synthesize it. The reactants are: [CH2:1]([O:8][CH2:9][C@@H:10]([C:31](OC)=[O:32])[NH:11][C:12]([C:25]1[CH:30]=[CH:29][CH:28]=[CH:27][CH:26]=1)([C:19]1[CH:24]=[CH:23][CH:22]=[CH:21][CH:20]=1)[C:13]1[CH:18]=[CH:17][CH:16]=[CH:15][CH:14]=1)[C:2]1[CH:7]=[CH:6][CH:5]=[CH:4][CH:3]=1.[H-].[Al+3].[Li+].[H-].[H-].[H-].O.[OH-].[Na+].